Dataset: Forward reaction prediction with 1.9M reactions from USPTO patents (1976-2016). Task: Predict the product of the given reaction. (1) The product is: [NH2:15][CH:16]([C:24]1[CH:25]=[CH:26][C:27]([F:30])=[CH:28][CH:29]=1)[CH2:17][C:18]([OH:20])=[O:19]. Given the reactants P([O-])([O-])([O-])=O.[K+].[K+].[K+].COC(C)(C)C.[NH2:15][CH:16]([C:24]1[CH:29]=[CH:28][C:27]([F:30])=[CH:26][CH:25]=1)[CH2:17][C:18]([O:20]CCC)=[O:19], predict the reaction product. (2) Given the reactants Cl[C:2]1[S:6][C:5]([C:7]#[N:8])=[N:4][N:3]=1.[C:9]([O:13][C:14]([N:16]1[CH2:21][CH2:20][CH:19]([NH2:22])[CH2:18][CH2:17]1)=[O:15])([CH3:12])([CH3:11])[CH3:10].C(N(C(C)C)CC)(C)C, predict the reaction product. The product is: [C:9]([O:13][C:14]([N:16]1[CH2:21][CH2:20][CH:19]([NH:22][C:2]2[S:6][C:5]([C:7]#[N:8])=[N:4][N:3]=2)[CH2:18][CH2:17]1)=[O:15])([CH3:12])([CH3:10])[CH3:11]. (3) Given the reactants [Cl:1][C:2]1[CH:3]=[C:4]2[C:9](=[C:10](Cl)[N:11]=1)[C:8](=[O:13])[NH:7][CH:6]=[CH:5]2.CCN(C(C)C)C(C)C.[NH2:23][C:24]1[CH:29]=[CH:28][C:27]([CH:30]2[CH2:35][CH2:34][N:33]([C:36]([O:38][C:39]([CH3:42])([CH3:41])[CH3:40])=[O:37])[CH2:32][CH2:31]2)=[C:26]([CH3:43])[CH:25]=1.O, predict the reaction product. The product is: [Cl:1][C:2]1[N:11]=[C:10]([NH:23][C:24]2[CH:29]=[CH:28][C:27]([CH:30]3[CH2:35][CH2:34][N:33]([C:36]([O:38][C:39]([CH3:41])([CH3:40])[CH3:42])=[O:37])[CH2:32][CH2:31]3)=[C:26]([CH3:43])[CH:25]=2)[C:9]2[C:8](=[O:13])[NH:7][CH:6]=[CH:5][C:4]=2[CH:3]=1. (4) Given the reactants [Br:1][C:2]1[C:3]([N:10]([CH:12]2[CH2:16][CH2:15][CH2:14][CH2:13]2)[NH2:11])=[N:4][C:5]([C:8]#[N:9])=[N:6][CH:7]=1.CCN(C(C)C)C(C)C.[Cl:26][CH2:27][C:28]1[CH:33]=[CH:32][C:31]([C:34]2[N:39]=[CH:38][C:37]([C:40](Cl)=[O:41])=[CH:36][CH:35]=2)=[CH:30][CH:29]=1, predict the reaction product. The product is: [Br:1][C:2]1[C:3]([N:10]([CH:12]2[CH2:13][CH2:14][CH2:15][CH2:16]2)[NH:11][C:40]([C:37]2[CH:38]=[N:39][C:34]([C:31]3[CH:32]=[CH:33][C:28]([CH2:27][Cl:26])=[CH:29][CH:30]=3)=[CH:35][CH:36]=2)=[O:41])=[N:4][C:5]([C:8]#[N:9])=[N:6][CH:7]=1. (5) Given the reactants [CH:1]12CC(C=C1)C=[CH:2]2.[N:8]([CH2:11][C@@H:12]1[O:16][C:15](=[O:17])[N:14]([C:18]2[CH:29]=[CH:28][C:21]3[N:22]([CH3:27])[C:23](=[O:26])[O:24][CH2:25][C:20]=3[CH:19]=2)[CH2:13]1)=[N+:9]=[N-:10], predict the reaction product. The product is: [N:8]1([CH2:11][C@@H:12]2[O:16][C:15](=[O:17])[N:14]([C:18]3[CH:29]=[CH:28][C:21]4[N:22]([CH3:27])[C:23](=[O:26])[O:24][CH2:25][C:20]=4[CH:19]=3)[CH2:13]2)[CH:2]=[CH:1][N:10]=[N:9]1. (6) Given the reactants C([Li])CCC.[CH2:6]([C:14]1[CH:15]=[C:16]2[C:21](=[CH:22][CH:23]=1)[CH:20]=[C:19]([CH:24]=[O:25])[CH:18]=[CH:17]2)[CH2:7][CH2:8][CH2:9][CH2:10][CH2:11][CH2:12][CH3:13].[CH3:26][S:27]SC.Cl, predict the reaction product. The product is: [CH3:26][S:27][C:18]1[C:19]([CH:24]=[O:25])=[CH:20][C:21]2[C:16]([CH:17]=1)=[CH:15][C:14]([CH2:6][CH2:7][CH2:8][CH2:9][CH2:10][CH2:11][CH2:12][CH3:13])=[CH:23][CH:22]=2. (7) Given the reactants [CH:1]1([NH:6][CH2:7][C:8]2[S:9][CH:10]=[CH:11][CH:12]=2)[CH2:5][CH2:4][CH2:3][CH2:2]1.[Cl:13][C:14](Cl)([O:16]C(=O)OC(Cl)(Cl)Cl)Cl, predict the reaction product. The product is: [CH:1]1([N:6]([CH2:7][C:8]2[S:9][CH:10]=[CH:11][CH:12]=2)[C:14]([Cl:13])=[O:16])[CH2:2][CH2:3][CH2:4][CH2:5]1. (8) Given the reactants [CH3:1][N:2]([CH3:6])[CH2:3][CH2:4][OH:5].[H-].[Na+].[Br:9][C:10]1[CH:11]=N[C:13](Cl)=[N:14][CH:15]=1.[CH2:17]1COCC1, predict the reaction product. The product is: [Br:9][C:10]1[CH:11]=[CH:17][C:13]([O:5][CH2:4][CH2:3][N:2]([CH3:6])[CH3:1])=[N:14][CH:15]=1.